Dataset: Reaction yield outcomes from USPTO patents with 853,638 reactions. Task: Predict the reaction yield, written as a fraction of the theoretical maximum amount of product (1.0 means a 100% yield; for example, 0.34 means a 34% yield). (1) The reactants are F[C:2]1[N:7]=[C:6]([NH:8][C:9]2[S:10][CH:11]=[C:12]([C:14]3[CH:19]=[CH:18][C:17]([C:20]4[CH:25]=[CH:24][CH:23]=[CH:22][CH:21]=4)=[CH:16][CH:15]=3)[N:13]=2)[CH:5]=[CH:4][CH:3]=1.O.[CH3:27][N:28]1[CH2:33][CH2:32][NH:31][CH2:30][CH2:29]1. The product is [CH3:27][N:28]1[CH2:33][CH2:32][N:31]([C:2]2[N:7]=[C:6]([NH:8][C:9]3[S:10][CH:11]=[C:12]([C:14]4[CH:19]=[CH:18][C:17]([C:20]5[CH:25]=[CH:24][CH:23]=[CH:22][CH:21]=5)=[CH:16][CH:15]=4)[N:13]=3)[CH:5]=[CH:4][CH:3]=2)[CH2:30][CH2:29]1. The yield is 0.370. No catalyst specified. (2) The yield is 0.860. The product is [C:37]([C:2]1[CH:7]=[CH:6][C:5]([NH:8][C:9]([C:11]2[N:12]([CH2:18][O:19][CH2:20][CH2:21][Si:22]([CH3:25])([CH3:23])[CH3:24])[CH:13]=[C:14]([C:16]#[N:17])[N:15]=2)=[O:10])=[C:4]([C:26]2[CH2:31][CH2:30][CH2:29][CH2:28][CH:27]=2)[CH:3]=1)(=[O:39])[CH3:38]. The catalyst is O1CCOCC1.Cl[Pd](Cl)([P](C1C=CC=CC=1)(C1C=CC=CC=1)C1C=CC=CC=1)[P](C1C=CC=CC=1)(C1C=CC=CC=1)C1C=CC=CC=1. The reactants are Br[C:2]1[CH:7]=[CH:6][C:5]([NH:8][C:9]([C:11]2[N:12]([CH2:18][O:19][CH2:20][CH2:21][Si:22]([CH3:25])([CH3:24])[CH3:23])[CH:13]=[C:14]([C:16]#[N:17])[N:15]=2)=[O:10])=[C:4]([C:26]2[CH2:31][CH2:30][CH2:29][CH2:28][CH:27]=2)[CH:3]=1.C([Sn](CCCC)(CCCC)[C:37]([O:39]CC)=[CH2:38])CCC.CCOC(C)=O.